The task is: Predict which catalyst facilitates the given reaction.. This data is from Catalyst prediction with 721,799 reactions and 888 catalyst types from USPTO. (1) The catalyst class is: 191. Reactant: [C:1]([O:5][C:6](=[O:22])[N:7]([CH2:11][CH2:12][C:13]1[CH:18]=[CH:17][C:16]([N+:19]([O-:21])=[O:20])=[CH:15][CH:14]=1)[CH2:8][CH:9]=O)([CH3:4])([CH3:3])[CH3:2].Cl.[NH2:24][CH2:25][C:26]([O:28][CH2:29][CH3:30])=[O:27].C([BH3-])#N.[Na+].C(O)(=O)C. Product: [C:1]([O:5][C:6]([N:7]([CH2:11][CH2:12][C:13]1[CH:18]=[CH:17][C:16]([N+:19]([O-:21])=[O:20])=[CH:15][CH:14]=1)[CH2:8][CH2:9][NH:24][CH2:25][C:26]([O:28][CH2:29][CH3:30])=[O:27])=[O:22])([CH3:4])([CH3:3])[CH3:2]. (2) Reactant: [CH:1]1([CH2:4][N:5]2[C:13]3[N:12]=[C:11]([CH2:14][C:15]4[CH:20]=[CH:19][C:18]([NH2:21])=[CH:17][CH:16]=4)[NH:10][C:9]=3[C:8](=[O:22])[N:7]([CH2:23][C:24]3[CH:29]=[CH:28][CH:27]=[CH:26][C:25]=3[F:30])[C:6]2=[O:31])[CH2:3][CH2:2]1.[CH2:32]=O. Product: [CH:1]1([CH2:4][N:5]2[C:13]3[N:12]=[C:11]([CH2:14][C:15]4[CH:16]=[CH:17][C:18]([NH:21][CH3:32])=[CH:19][CH:20]=4)[NH:10][C:9]=3[C:8](=[O:22])[N:7]([CH2:23][C:24]3[CH:29]=[CH:28][CH:27]=[CH:26][C:25]=3[F:30])[C:6]2=[O:31])[CH2:3][CH2:2]1. The catalyst class is: 304. (3) The catalyst class is: 16. Product: [Cl:18][C:19]1[N:20]=[N:21][C:22]([O:15][CH2:14][CH:11]2[CH2:12][CH2:13][N:8]([C:1]([O:3][C:4]([CH3:7])([CH3:6])[CH3:5])=[O:2])[CH2:9][CH2:10]2)=[CH:23][CH:24]=1. Reactant: [C:1]([N:8]1[CH2:13][CH2:12][CH:11]([CH2:14][OH:15])[CH2:10][CH2:9]1)([O:3][C:4]([CH3:7])([CH3:6])[CH3:5])=[O:2].[H-].[Na+].[Cl:18][C:19]1[N:20]=[N:21][C:22](Cl)=[CH:23][CH:24]=1. (4) Reactant: [NH2:1][C:2]1[N:7]([C:8]2[CH:13]=[CH:12][CH:11]=[C:10]([F:14])[CH:9]=2)[C:6](=[S:15])[NH:5][C:4](=[O:16])[C:3]=1[N:17]=O.N.S(S([O-])=O)([O-])=O.[Na+].[Na+].S(=O)(=O)(O)O. Product: [NH2:17][C:3]1[C:4](=[O:16])[NH:5][C:6](=[S:15])[N:7]([C:8]2[CH:13]=[CH:12][CH:11]=[C:10]([F:14])[CH:9]=2)[C:2]=1[NH2:1]. The catalyst class is: 6. (5) Reactant: [H-].[Na+].C(OP([CH2:11][C:12]([O:14][CH2:15][CH3:16])=[O:13])(OCC)=O)C.[CH2:17]([N:21]([CH2:34][CH:35]([CH3:37])[CH3:36])[C:22]1[CH:27]=[CH:26][C:25]([C:28](=O)[CH3:29])=[CH:24][C:23]=1[N+:31]([O-:33])=[O:32])[CH:18]([CH3:20])[CH3:19]. Product: [CH2:17]([N:21]([CH2:34][CH:35]([CH3:36])[CH3:37])[C:22]1[CH:27]=[CH:26][C:25]([C:28]([CH3:29])=[CH:11][C:12]([O:14][CH2:15][CH3:16])=[O:13])=[CH:24][C:23]=1[N+:31]([O-:33])=[O:32])[CH:18]([CH3:20])[CH3:19]. The catalyst class is: 1.